From a dataset of Peptide-MHC class II binding affinity with 134,281 pairs from IEDB. Regression. Given a peptide amino acid sequence and an MHC pseudo amino acid sequence, predict their binding affinity value. This is MHC class II binding data. The peptide sequence is TPALGKDTVAVSGKWY. The MHC is DRB1_0701 with pseudo-sequence DRB1_0701. The binding affinity (normalized) is 0.443.